From a dataset of Full USPTO retrosynthesis dataset with 1.9M reactions from patents (1976-2016). Predict the reactants needed to synthesize the given product. (1) The reactants are: [CH:1]1([C:7]([N:9]2[CH2:18][CH2:17][C:16]3[C:11](=[CH:12][CH:13]=[C:14]([C:19]([N:21]4[CH2:28][CH:27]5[CH:23]([CH2:24][NH:25][CH2:26]5)[CH2:22]4)=[O:20])[CH:15]=3)[CH2:10]2)=[O:8])[CH2:6][CH2:5][CH2:4][CH2:3][CH2:2]1.C(O)(=O)C.[C:33]1(=O)[CH2:36][CH2:35][CH2:34]1.[BH-](OC(C)=O)(OC(C)=O)OC(C)=O.[Na+]. Given the product [CH:33]1([N:25]2[CH2:24][CH:23]3[CH2:22][N:21]([C:19]([C:14]4[CH:15]=[C:16]5[C:11](=[CH:12][CH:13]=4)[CH2:10][N:9]([C:7]([CH:1]4[CH2:6][CH2:5][CH2:4][CH2:3][CH2:2]4)=[O:8])[CH2:18][CH2:17]5)=[O:20])[CH2:28][CH:27]3[CH2:26]2)[CH2:36][CH2:35][CH2:34]1, predict the reactants needed to synthesize it. (2) Given the product [CH:12]1([N:8]2[C:4]3[N:5]=[CH:6][N:7]=[C:2]([NH:34][CH2:25][C:26]4[CH:33]=[CH:32][C:29]([O:30][CH3:31])=[CH:28][CH:27]=4)[C:3]=3[C:10]([I:11])=[CH:9]2)[CH2:15][CH2:14][CH2:13]1, predict the reactants needed to synthesize it. The reactants are: Cl[C:2]1[C:3]2[C:10]([I:11])=[CH:9][N:8]([CH:12]3[CH2:15][CH2:14][CH2:13]3)[C:4]=2[N:5]=[CH:6][N:7]=1.CCN(C(C)C)C(C)C.[CH2:25]([NH2:34])[C:26]1[CH:33]=[CH:32][C:29]([O:30][CH3:31])=[CH:28][CH:27]=1. (3) Given the product [CH:44]1[CH:45]=[C:46]2[C:15]3[N:16]=[C:17]([C:41]2=[CH:42][CH:43]=1)[N:18]=[C:19]1[C:40]2[C:35]([C:21](=[N:20]1)[N:22]=[C:23]1[C:34]4[C:29]([C:25](=[N:24]1)[N:26]=[C:27]1[C:10]5[C:11]([C:13](=[N:28]1)[N:14]=3)=[CH:12][CH:7]=[CH:8][CH:9]=5)=[CH:30][CH:31]=[CH:32][CH:33]=4)=[CH:36][CH:37]=[CH:38][CH:39]=2.[Cu:47].[CH4:1], predict the reactants needed to synthesize it. The reactants are: [CH3:1]N(C)CCO.[CH:7]1[CH:12]=[C:11]2[C:13]3[N:28]=[C:27]([C:10]2=[CH:9][CH:8]=1)[N:26]=[C:25]1[C:29]2[C:34]([C:23](=[N:24]1)[N:22]=[C:21]1[C:35]4[C:40]([C:19](=[N:20]1)[N:18]=[C:17]1[C:41]5[C:46]([C:15](=[N:16]1)[N:14]=3)=[CH:45][CH:44]=[CH:43][CH:42]=5)=[CH:39][CH:38]=[CH:37][CH:36]=4)=[CH:33][CH:32]=[CH:31][CH:30]=2.[Cu:47].Cl.[OH-].[Na+]. (4) The reactants are: [CH2:1]([O:8][CH2:9][CH2:10][CH2:11][O:12][CH2:13][CH2:14][O:15]C1CCCCO1)[C:2]1[CH:7]=[CH:6][CH:5]=[CH:4][CH:3]=1.Cl.[OH-].[Na+]. Given the product [CH2:1]([O:8][CH2:9][CH2:10][CH2:11][O:12][CH2:13][CH2:14][OH:15])[C:2]1[CH:7]=[CH:6][CH:5]=[CH:4][CH:3]=1, predict the reactants needed to synthesize it. (5) Given the product [I:19][CH2:2][C:3]1[N:4]=[C:5]([C:9]2[CH:18]=[CH:17][C:16]3[C:11](=[CH:12][CH:13]=[CH:14][CH:15]=3)[CH:10]=2)[O:6][C:7]=1[CH3:8], predict the reactants needed to synthesize it. The reactants are: Cl[CH2:2][C:3]1[N:4]=[C:5]([C:9]2[CH:18]=[CH:17][C:16]3[C:11](=[CH:12][CH:13]=[CH:14][CH:15]=3)[CH:10]=2)[O:6][C:7]=1[CH3:8].[I-:19].[Na+].C(OC)(C)(C)C. (6) Given the product [CH3:18][S:17][C:14]1[N:15]=[CH:16][C:11]2[CH2:10][CH2:9][CH2:8][C:7]3[C:6]([C:12]=2[N:13]=1)=[N:5][N:4]1[CH2:3][CH2:2][O:1][C:20](=[O:21])[C:19]=31, predict the reactants needed to synthesize it. The reactants are: [OH:1][CH2:2][CH2:3][N:4]1[C:19]([C:20](OCC)=[O:21])=[C:7]2[CH2:8][CH2:9][CH2:10][C:11]3[C:12](=[N:13][C:14]([S:17][CH3:18])=[N:15][CH:16]=3)[C:6]2=[N:5]1.C1(C)C=CC(S(O)(=O)=O)=CC=1.